The task is: Predict the product of the given reaction.. This data is from Forward reaction prediction with 1.9M reactions from USPTO patents (1976-2016). (1) Given the reactants [C:1]1([C@:7]2([CH2:19][NH:20][C:21](=[O:27])[O:22][C:23]([CH3:26])([CH3:25])[CH3:24])[CH2:9][C@H:8]2[CH2:10][O:11][CH2:12][C:13]2[CH:18]=[CH:17][CH:16]=[CH:15][CH:14]=2)[CH:6]=[CH:5][CH:4]=[CH:3][CH:2]=1.CI.[CH3:30][Si]([N-][Si](C)(C)C)(C)C.[Na+], predict the reaction product. The product is: [CH3:30][N:20]([CH2:19][C@@:7]1([C:1]2[CH:6]=[CH:5][CH:4]=[CH:3][CH:2]=2)[CH2:9][C@H:8]1[CH2:10][O:11][CH2:12][C:13]1[CH:14]=[CH:15][CH:16]=[CH:17][CH:18]=1)[C:21](=[O:27])[O:22][C:23]([CH3:24])([CH3:26])[CH3:25]. (2) Given the reactants [CH3:1][C@H:2]([CH2:22]CC=C(C)C)[CH2:3][CH2:4][N:5]1[C:14]2[CH:13]=[CH:12][CH:11]=[C:10]3[C:15]([CH3:19])(C)[CH2:16][CH2:17][N:8]([C:9]=23)[C:7](=[O:20])[C:6]1=[O:21].C[N+]1([O-])CCO[CH2:31][CH2:30]1.[C:36]([O:40]O)([CH3:39])([CH3:38])[CH3:37].[OH:42]S([O-])(=O)=O.[Na+], predict the reaction product. The product is: [OH:42][CH:37]([C:36]([OH:40])([CH3:39])[CH3:38])[CH2:11][CH2:10][C@@H:15]([CH3:19])[CH2:16][CH2:17][N:8]1[C:9]2[CH:31]=[CH:30][CH:12]=[C:13]3[C:2]([CH3:22])([CH3:1])[CH2:3][CH2:4][N:5]([C:14]=23)[C:6](=[O:21])[C:7]1=[O:20]. (3) The product is: [CH2:1]([N:8]([CH2:21][C:22]1[CH:23]=[CH:24][C:25]([O:26][C:27]2[CH:28]=[CH:29][C:30]([O:31][CH2:32][C:33]([NH:48][C@H:47]([C:46]([OH:45])=[O:53])[CH2:49][C:50](=[O:52])[NH2:51])=[O:34])=[CH:36][CH:37]=2)=[CH:38][CH:39]=1)[C:9]1[CH:14]=[CH:13][CH:12]=[C:11]([NH:15][S:16]([CH3:19])(=[O:17])=[O:18])[C:10]=1[CH3:20])[C:2]1[CH:3]=[CH:4][CH:5]=[CH:6][CH:7]=1. Given the reactants [CH2:1]([N:8]([CH2:21][C:22]1[CH:39]=[CH:38][C:25]([O:26][C:27]2[CH:37]=[CH:36][C:30]([O:31][CH2:32][C:33](O)=[O:34])=[CH:29][CH:28]=2)=[CH:24][CH:23]=1)[C:9]1[CH:14]=[CH:13][CH:12]=[C:11]([NH:15][S:16]([CH3:19])(=[O:18])=[O:17])[C:10]=1[CH3:20])[C:2]1[CH:7]=[CH:6][CH:5]=[CH:4][CH:3]=1.Cl.C([O:45][C:46](=[O:53])[C@H:47]([CH2:49][C:50](=[O:52])[NH2:51])[NH2:48])(C)(C)C, predict the reaction product. (4) Given the reactants [OH-].[Na+].[O:3]([CH2:10][CH2:11][N:12]1[CH:16]=[C:15](/[CH:17]=[CH:18]/[C:19]([O:21]C)=[O:20])[CH:14]=[N:13]1)[C:4]1[CH:9]=[CH:8][CH:7]=[CH:6][CH:5]=1, predict the reaction product. The product is: [O:3]([CH2:10][CH2:11][N:12]1[CH:16]=[C:15](/[CH:17]=[CH:18]/[C:19]([OH:21])=[O:20])[CH:14]=[N:13]1)[C:4]1[CH:9]=[CH:8][CH:7]=[CH:6][CH:5]=1.